From a dataset of Forward reaction prediction with 1.9M reactions from USPTO patents (1976-2016). Predict the product of the given reaction. (1) Given the reactants [Cl:1][C:2]1[CH:28]=[C:27]([OH:29])[CH:26]=[C:25]([CH3:30])[C:3]=1[C:4]([N:6]1[C:14]2[C:9](=[N:10][CH:11]=[CH:12][CH:13]=2)[C:8]([C:15]2[CH:23]=[CH:22][C:18]([C:19]([OH:21])=[O:20])=[CH:17][C:16]=2[F:24])=[N:7]1)=[O:5].[H-].[Na+].Br[CH2:34][CH2:35][O:36][CH3:37].O, predict the reaction product. The product is: [Cl:1][C:2]1[CH:28]=[C:27]([O:29][CH2:34][CH2:35][O:36][CH3:37])[CH:26]=[C:25]([CH3:30])[C:3]=1[C:4]([N:6]1[C:14]2[C:9](=[N:10][CH:11]=[CH:12][CH:13]=2)[C:8]([C:15]2[CH:23]=[CH:22][C:18]([C:19]([OH:21])=[O:20])=[CH:17][C:16]=2[F:24])=[N:7]1)=[O:5]. (2) The product is: [CH2:31]([NH:33][C:34]1[NH:30][C:25]2[CH:24]=[C:23]([C:20]3[CH:21]=[CH:22][C:16]4[O:15][CH2:14][CH2:13][N:12]([C:10]5[C:9]6[C:4](=[CH:5][CH:6]=[CH:7][CH:8]=6)[N:3]=[C:2]([CH3:1])[N:11]=5)[CH2:18][C:17]=4[CH:19]=3)[CH:28]=[CH:27][C:26]=2[N:29]=1)[CH3:32].[CH3:53][C:49]([CH2:50][C:51]([OH:15])=[O:52])=[O:36]. Given the reactants [CH3:1][C:2]1[N:11]=[C:10]([N:12]2[CH2:18][C:17]3[CH:19]=[C:20]([C:23]4[CH:24]=[C:25]([NH2:30])[C:26]([NH2:29])=[CH:27][CH:28]=4)[CH:21]=[CH:22][C:16]=3[O:15][CH2:14][CH2:13]2)[C:9]2[C:4](=[CH:5][CH:6]=[CH:7][CH:8]=2)[N:3]=1.[CH2:31]([N:33]=[C:34]=S)[CH3:32].[OH2:36].Cl.CN(C)CCCN=C=NCC.[CH2:49]1[CH2:53][O:52][CH2:51][CH2:50]1, predict the reaction product. (3) Given the reactants C[O:2][C:3]([C:5]1[CH:6]=[C:7]([CH:20]2[CH2:23][N:22]([C:24]([O:26][C:27]([CH3:30])([CH3:29])[CH3:28])=[O:25])[CH2:21]2)[CH:8]=[C:9]([N:12]([CH3:19])[CH:13]2[CH2:18][CH2:17][O:16][CH2:15][CH2:14]2)[C:10]=1[CH3:11])=[O:4].[OH-].[Na+], predict the reaction product. The product is: [C:27]([O:26][C:24]([N:22]1[CH2:23][CH:20]([C:7]2[CH:8]=[C:9]([N:12]([CH3:19])[CH:13]3[CH2:14][CH2:15][O:16][CH2:17][CH2:18]3)[C:10]([CH3:11])=[C:5]([CH:6]=2)[C:3]([OH:4])=[O:2])[CH2:21]1)=[O:25])([CH3:29])([CH3:30])[CH3:28]. (4) Given the reactants [C:1](Cl)(=[O:5])[CH:2]([CH3:4])[CH3:3].C(N(CC)CC)C.[Cl:14][C:15]1[CH:20]=[CH:19][C:18]([CH:21]2[CH:25]([C:26]3[CH:31]=[CH:30][C:29]([Cl:32])=[CH:28][CH:27]=3)[NH:24][C:23]([C:33]3[CH:38]=[CH:37][CH:36]=[CH:35][C:34]=3[O:39][CH:40]([CH3:42])[CH3:41])=[N:22]2)=[CH:17][CH:16]=1, predict the reaction product. The product is: [Cl:14][C:15]1[CH:16]=[CH:17][C:18]([CH:21]2[CH:25]([C:26]3[CH:31]=[CH:30][C:29]([Cl:32])=[CH:28][CH:27]=3)[N:24]([C:1](=[O:5])[CH:2]([CH3:4])[CH3:3])[C:23]([C:33]3[CH:38]=[CH:37][CH:36]=[CH:35][C:34]=3[O:39][CH:40]([CH3:42])[CH3:41])=[N:22]2)=[CH:19][CH:20]=1. (5) Given the reactants Br[C:2]1[CH:9]=[CH:8][C:7]([CH:10]=[O:11])=[CH:6][C:3]=1[C:4]#[N:5].[CH:12]1([B-](F)(F)F)[CH2:14][CH2:13]1.[K+].C1(P(C2CCCCC2)C2C=CC=CC=2C2C(OC(C)C)=CC=CC=2OC(C)C)CCCCC1.[O-]P([O-])([O-])=O.[K+].[K+].[K+], predict the reaction product. The product is: [CH:12]1([C:2]2[CH:9]=[CH:8][C:7]([CH:10]=[O:11])=[CH:6][C:3]=2[C:4]#[N:5])[CH2:14][CH2:13]1. (6) Given the reactants C(OC(=O)[NH:7][C:8]1[CH:13]=[C:12]([N:14]([CH3:16])[CH3:15])[C:11]([Cl:17])=[CH:10][C:9]=1[NH:18][C:19](=[O:43])[CH2:20][C:21]([C:23]1[CH:28]=[CH:27][CH:26]=[C:25]([C:29]2[O:33][N:32]=[C:31]([CH3:34])[C:30]=2[CH2:35][O:36]C2CCCCO2)[CH:24]=1)=O)(C)(C)C.C(O)(C(F)(F)F)=O, predict the reaction product. The product is: [Cl:17][C:11]1[C:12]([N:14]([CH3:16])[CH3:15])=[CH:13][C:8]2[N:7]=[C:21]([C:23]3[CH:28]=[CH:27][CH:26]=[C:25]([C:29]4[O:33][N:32]=[C:31]([CH3:34])[C:30]=4[CH2:35][OH:36])[CH:24]=3)[CH2:20][C:19](=[O:43])[NH:18][C:9]=2[CH:10]=1. (7) Given the reactants [OH:1][C:2]1[CH:9]=[CH:8][C:5]([CH:6]=[O:7])=[CH:4][C:3]=1[CH3:10].Br[C:12]([CH3:19])([CH3:18])[C:13]([O:15][CH2:16][CH3:17])=[O:14].C(=O)([O-])[O-].[Cs+].[Cs+], predict the reaction product. The product is: [CH:6]([C:5]1[CH:8]=[CH:9][C:2]([O:1][C:12]([CH3:19])([CH3:18])[C:13]([O:15][CH2:16][CH3:17])=[O:14])=[C:3]([CH3:10])[CH:4]=1)=[O:7]. (8) Given the reactants C([O:5][C:6](=[O:37])[C:7]1[CH:12]=[CH:11][CH:10]=[CH:9][C:8]=1[C:13]1[N:14]=[N:15][C:16]([C:19](=[O:36])[NH:20][C@H:21]([CH2:29][C:30]2[CH:35]=[CH:34][CH:33]=[CH:32][CH:31]=2)[C@H:22]([C:24]([O:26][CH2:27][CH3:28])=[O:25])[OH:23])=[CH:17][CH:18]=1)(C)(C)C.C(O)(C(F)(F)F)=O.C(Cl)Cl.[OH-].[Na+], predict the reaction product. The product is: [CH2:29]([C@@H:21]([NH:20][C:19]([C:16]1[N:15]=[N:14][C:13]([C:8]2[CH:9]=[CH:10][CH:11]=[CH:12][C:7]=2[C:6]([OH:37])=[O:5])=[CH:18][CH:17]=1)=[O:36])[C@H:22]([C:24]([O:26][CH2:27][CH3:28])=[O:25])[OH:23])[C:30]1[CH:35]=[CH:34][CH:33]=[CH:32][CH:31]=1.